From a dataset of Reaction yield outcomes from USPTO patents with 853,638 reactions. Predict the reaction yield, written as a fraction of the theoretical maximum amount of product (1.0 means a 100% yield; for example, 0.34 means a 34% yield). The reactants are [CH2:1]1[C:5]2[C:6]3[CH2:12][CH2:11][CH2:10][CH2:9][C:7]=3[S:8][C:4]=2[C:3](=[N:13]O)[CH2:2]1.[OH2:15]. No catalyst specified. The product is [C:3]1(=[O:15])[C:4]2[S:8][C:7]3[CH2:9][CH2:10][CH2:11][CH2:12][C:6]=3[C:5]=2[CH2:1][CH2:2][NH:13]1. The yield is 0.750.